Task: Predict the product of the given reaction.. Dataset: Forward reaction prediction with 1.9M reactions from USPTO patents (1976-2016) (1) Given the reactants [CH2:1]([O:3][CH:4]([C:11]1[CH:16]=[CH:15][C:14]([OH:17])=[CH:13][CH:12]=1)[CH2:5][C:6]([O:8][CH2:9][CH3:10])=[O:7])[CH3:2].[Cl:18][C:19]1[CH:24]=[CH:23][C:22]([CH2:25][CH2:26]O)=[CH:21][CH:20]=1.C1(P(C2C=CC=CC=2)C2C=CC=CC=2)C=CC=CC=1.C1(C)C=CC=CC=1.N(C(OCC)=O)=NC(OCC)=O, predict the reaction product. The product is: [Cl:18][C:19]1[CH:24]=[CH:23][C:22]([CH2:25][CH2:26][O:17][C:14]2[CH:13]=[CH:12][C:11]([CH:4]([O:3][CH2:1][CH3:2])[CH2:5][C:6]([O:8][CH2:9][CH3:10])=[O:7])=[CH:16][CH:15]=2)=[CH:21][CH:20]=1. (2) Given the reactants I[C:2]1[CH:3]=[C:4]([NH:9][C:10]2[N:15]=[C:14]([C:16]([F:19])([F:18])[F:17])[CH:13]=[CH:12][N:11]=2)[CH:5]=[C:6]([CH3:8])[CH:7]=1.[CH3:20][C:21]1[NH:22][CH:23]=[C:24]([C:26]([O:28][CH2:29][CH3:30])=[O:27])[N:25]=1.C([O-])([O-])=O.[K+].[K+].N1CCC[C@H]1C(O)=O, predict the reaction product. The product is: [CH3:20][C:21]1[N:22]([C:2]2[CH:3]=[C:4]([NH:9][C:10]3[N:15]=[C:14]([C:16]([F:19])([F:18])[F:17])[CH:13]=[CH:12][N:11]=3)[CH:5]=[C:6]([CH3:8])[CH:7]=2)[CH:23]=[C:24]([C:26]([O:28][CH2:29][CH3:30])=[O:27])[N:25]=1.